This data is from Reaction yield outcomes from USPTO patents with 853,638 reactions. The task is: Predict the reaction yield, written as a fraction of the theoretical maximum amount of product (1.0 means a 100% yield; for example, 0.34 means a 34% yield). (1) The reactants are [CH3:1][C@:2]1([NH:36]C(=O)OC(C)(C)C)[CH2:6][CH2:5][N:4]([C@@H:7]([C:12]2[CH:13]=[CH:14][C:15]3[N:16]([C:18]([C:21]4[CH:30]=[CH:29][C:28]5[C:23](=[CH:24][C:25]([O:31][CH2:32][CH2:33][O:34][CH3:35])=[CH:26][CH:27]=5)[N:22]=4)=[N:19][N:20]=3)[CH:17]=2)[C:8]([F:11])([F:10])[F:9])[CH2:3]1.C(Cl)[Cl:45].[ClH:47]. The product is [ClH:45].[ClH:47].[CH3:1][C@:2]1([NH2:36])[CH2:6][CH2:5][N:4]([C@@H:7]([C:12]2[CH:13]=[CH:14][C:15]3[N:16]([C:18]([C:21]4[CH:30]=[CH:29][C:28]5[C:23](=[CH:24][C:25]([O:31][CH2:32][CH2:33][O:34][CH3:35])=[CH:26][CH:27]=5)[N:22]=4)=[N:19][N:20]=3)[CH:17]=2)[C:8]([F:10])([F:11])[F:9])[CH2:3]1. The catalyst is O1CCOCC1. The yield is 0.950. (2) The reactants are [Cl:1][C:2]([F:36])([F:35])[O:3][C:4]1[C:5](F)=[C:6]([CH:29]=[C:30]([F:33])[C:31]=1[F:32])[C:7](/[C:9](=[CH:15]/[NH:16][C:17]1[CH:22]=[CH:21][C:20]([CH2:23][N:24]2[CH2:28][CH2:27][CH2:26][CH2:25]2)=[CH:19][CH:18]=1)/[C:10]([O:12][CH2:13][CH3:14])=[O:11])=[O:8].C(=O)([O-])[O-].[K+].[K+].C1OCCOCCOCCOCCOCCOC1. The catalyst is C(#N)C. The product is [Cl:1][C:2]([F:36])([F:35])[O:3][C:4]1[C:31]([F:32])=[C:30]([F:33])[CH:29]=[C:6]2[C:5]=1[N:16]([C:17]1[CH:22]=[CH:21][C:20]([CH2:23][N:24]3[CH2:28][CH2:27][CH2:26][CH2:25]3)=[CH:19][CH:18]=1)[CH:15]=[C:9]([C:10]([O:12][CH2:13][CH3:14])=[O:11])[C:7]2=[O:8]. The yield is 0.570. (3) The reactants are [Cl:1][C:2]1[CH:3]=[C:4]([NH:9][C:10]([N:12]2[CH2:17][CH2:16][NH:15][CH2:14][CH2:13]2)=[O:11])[CH:5]=[CH:6][C:7]=1[Cl:8].CCN(C(C)C)C(C)C.[C:27]([CH:30]1[CH2:34][CH2:33][N:32]([C:35]([O:37][C:38]([CH3:41])([CH3:40])[CH3:39])=[O:36])[C@@H:31]1C(O)=O)(O)=[O:28].CN(C(ON1N=NC2C=CC=NC1=2)=[N+](C)C)C.F[P-](F)(F)(F)(F)F. The catalyst is CN(C=O)C. The product is [Cl:1][C:2]1[CH:3]=[C:4]([NH:9][C:10]([N:12]2[CH2:17][CH2:16][N:15]([C:27]([CH:30]3[CH2:34][CH2:33][N:32]([C:35]([O:37][C:38]([CH3:41])([CH3:40])[CH3:39])=[O:36])[CH2:31]3)=[O:28])[CH2:14][CH2:13]2)=[O:11])[CH:5]=[CH:6][C:7]=1[Cl:8]. The yield is 0.990. (4) The reactants are [OH:1][N:2]1[C:6](=O)[CH2:5][CH2:4][C:3]1=O.C(N(CC)CC)C.[Br:16][C:17]([CH3:22])([CH3:21])[C:18](Br)=[O:19]. The catalyst is C(Cl)Cl. The product is [N:2]1([O:1][C:18](=[O:19])[C:17]([Br:16])([CH3:22])[CH3:21])[CH2:6][CH2:5][CH2:4][CH2:3]1. The yield is 0.390. (5) The reactants are [C:1]([C:4]1[CH:5]=[C:6]([CH:17]=[CH:18][CH:19]=1)[CH2:7][CH:8]([C:14](=O)[CH3:15])[C:9]([O:11]CC)=O)(=[O:3])[CH3:2].Cl.[C:21](=[NH:26])([NH2:25])[CH2:22][CH2:23][CH3:24].C[O-].[Na+].CO. The catalyst is CO. The product is [C:1]([C:4]1[CH:5]=[C:6]([CH:17]=[CH:18][CH:19]=1)[CH2:7][C:8]1[C:9](=[O:11])[NH:26][C:21]([CH2:22][CH2:23][CH3:24])=[N:25][C:14]=1[CH3:15])(=[O:3])[CH3:2]. The yield is 0.780. (6) The reactants are [Cl:1][C:2]1[CH:44]=[CH:43][CH:42]=[CH:41][C:3]=1[O:4][C:5]1[CH:6]=[C:7]([N:26]([CH2:34][CH:35]2[CH2:40][CH2:39][O:38][CH2:37][CH2:36]2)C(=O)OC(C)(C)C)[C:8]2[N:9]([C:11]([C:14]3[CH:19]=[CH:18][C:17]([C:20](=[O:25])[NH:21][CH:22]4[CH2:24][CH2:23]4)=[CH:16][CH:15]=3)=[CH:12][N:13]=2)[N:10]=1.[I-].[K+].Cl[Si](C)(C)C.O.C(=O)(O)[O-].[Na+]. The catalyst is C(#N)C. The product is [Cl:1][C:2]1[CH:44]=[CH:43][CH:42]=[CH:41][C:3]=1[O:4][C:5]1[CH:6]=[C:7]([NH:26][CH2:34][CH:35]2[CH2:36][CH2:37][O:38][CH2:39][CH2:40]2)[C:8]2[N:9]([C:11]([C:14]3[CH:15]=[CH:16][C:17]([C:20]([NH:21][CH:22]4[CH2:23][CH2:24]4)=[O:25])=[CH:18][CH:19]=3)=[CH:12][N:13]=2)[N:10]=1. The yield is 0.710. (7) The reactants are [CH3:1][O:2][C:3]1[CH:4]=[C:5]2[C:9](=[CH:10][CH:11]=1)[C@H:8]([C@H:12]([CH2:16][CH3:17])[C:13]([OH:15])=[O:14])[CH2:7][CH2:6]2.[C:18]([O-])(O)=O.[Na+].CI.O. The catalyst is CN(C=O)C. The product is [CH3:1][O:2][C:3]1[CH:4]=[C:5]2[C:9](=[CH:10][CH:11]=1)[C@H:8]([C@H:12]([CH2:16][CH3:17])[C:13]([O:15][CH3:18])=[O:14])[CH2:7][CH2:6]2. The yield is 0.990. (8) The reactants are [CH2:1]([C:3]1[S:27][C:6]2=[N:7][C:8]([CH3:26])=[C:9]([CH:18]([CH2:23][CH2:24][CH3:25])[C:19]([O:21]C)=[O:20])[C:10]([C:11]3[CH:16]=[CH:15][C:14]([CH3:17])=[CH:13][CH:12]=3)=[C:5]2[C:4]=1[CH3:28])[CH3:2].[OH-].[Na+]. The catalyst is CO.C(O)C. The product is [CH2:1]([C:3]1[S:27][C:6]2=[N:7][C:8]([CH3:26])=[C:9]([CH:18]([CH2:23][CH2:24][CH3:25])[C:19]([OH:21])=[O:20])[C:10]([C:11]3[CH:12]=[CH:13][C:14]([CH3:17])=[CH:15][CH:16]=3)=[C:5]2[C:4]=1[CH3:28])[CH3:2]. The yield is 0.510. (9) The reactants are [NH2:1][C@@H:2]1[C:11]2[C:6](=[CH:7][CH:8]=[CH:9][CH:10]=2)[C@H:5]([OH:12])[CH2:4][CH2:3]1.[H-].[Na+].[CH2:15]1[C:17]2([CH2:22][CH2:21][CH2:20][CH2:19][N:18]2[C:23]2[N:27]3[CH:28]=[C:29](F)[CH:30]=[CH:31][C:26]3=[N:25][N:24]=2)[CH2:16]1.O. The catalyst is CN(C=O)C. The product is [CH2:16]1[C:17]2([CH2:22][CH2:21][CH2:20][CH2:19][N:18]2[C:23]2[N:27]3[CH:28]=[C:29]([O:12][C@H:5]4[C:6]5[C:11](=[CH:10][CH:9]=[CH:8][CH:7]=5)[C@@H:2]([NH2:1])[CH2:3][CH2:4]4)[CH:30]=[CH:31][C:26]3=[N:25][N:24]=2)[CH2:15]1. The yield is 0.630.